This data is from Forward reaction prediction with 1.9M reactions from USPTO patents (1976-2016). The task is: Predict the product of the given reaction. (1) The product is: [CH3:23][N:24]([CH3:29])[CH2:25][CH2:26][CH2:27][NH:28][C:20]([C:18]1[NH:17][C:13]2[N:14]=[CH:15][N:16]=[C:11]([NH:10][C:6]3[CH:5]=[C:4]4[C:9](=[CH:8][CH:7]=3)[NH:1][N:2]=[CH:3]4)[C:12]=2[CH:19]=1)=[O:21]. Given the reactants [NH:1]1[C:9]2[C:4](=[CH:5][C:6]([NH:10][C:11]3[C:12]4[CH:19]=[C:18]([C:20](O)=[O:21])[NH:17][C:13]=4[N:14]=[CH:15][N:16]=3)=[CH:7][CH:8]=2)[CH:3]=[N:2]1.[CH3:23][N:24]([CH3:29])[CH2:25][CH2:26][CH2:27][NH2:28], predict the reaction product. (2) Given the reactants [CH3:1][C:2]1[CH:6]=[C:5]([CH2:7][N:8]2[C:17]3[C:12](=[CH:13][CH:14]=[CH:15][CH:16]=3)[N:11]=[C:10]([C:18]([O:20]CC)=[O:19])[C:9]2=[O:23])[O:4][N:3]=1.O.[OH-].[Li+], predict the reaction product. The product is: [CH3:1][C:2]1[CH:6]=[C:5]([CH2:7][N:8]2[C:17]3[C:12](=[CH:13][CH:14]=[CH:15][CH:16]=3)[N:11]=[C:10]([C:18]([OH:20])=[O:19])[C:9]2=[O:23])[O:4][N:3]=1. (3) Given the reactants [SH:1][C:2]1[CH:7]=[CH:6][C:5]([N+:8]([O-:10])=[O:9])=[CH:4][N:3]=1.O.[C:12](=O)([O-])[O-].[Na+].[Na+].CI, predict the reaction product. The product is: [N+:8]([C:5]1[CH:4]=[N:3][C:2]([S:1][CH3:12])=[CH:7][CH:6]=1)([O-:10])=[O:9]. (4) Given the reactants [C:1]([CH2:3][C:4]([NH:6][CH2:7][CH2:8][CH2:9][CH2:10][CH2:11][C:12]([OH:14])=[O:13])=[O:5])#[N:2].[OH:15][C:16]1[CH:23]=[CH:22][C:19]([CH:20]=O)=[CH:18][CH:17]=1.N1CCCCC1, predict the reaction product. The product is: [OH:13][C:12](=[O:14])[CH2:11][CH2:10][CH2:9][CH2:8][CH2:7][NH:6][C:4](=[O:5])[C:3]([C:1]#[N:2])=[CH:20][C:19]1[CH:22]=[CH:23][C:16]([OH:15])=[CH:17][CH:18]=1. (5) Given the reactants Br[C:2]1[CH:7]=[CH:6][N:5]2[CH:8]=[C:9]([C:11]3[CH:16]=[CH:15][CH:14]=[C:13]([O:17][CH3:18])[CH:12]=3)[N:10]=[C:4]2[CH:3]=1.[NH:19]1[CH2:24][CH2:23][O:22][CH2:21][CH2:20]1, predict the reaction product. The product is: [CH3:18][O:17][C:13]1[CH:12]=[C:11]([C:9]2[N:10]=[C:4]3[CH:3]=[C:2]([N:19]4[CH2:24][CH2:23][O:22][CH2:21][CH2:20]4)[CH:7]=[CH:6][N:5]3[CH:8]=2)[CH:16]=[CH:15][CH:14]=1. (6) Given the reactants [C:1]1(C#CCO)[CH:6]=CC=[CH:3][CH:2]=1.C1(S)C=CC=CC=1.[C:18]1([CH2:24][CH:25]([S:29][C:30]2[CH:35]=[CH:34][CH:33]=[CH:32][CH:31]=2)[C:26](=[O:28])C)[CH:23]=[CH:22][CH:21]=[CH:20][CH:19]=1, predict the reaction product. The product is: [CH:21]1[C:20]2[C:19](=[CH:6][CH:1]=[CH:2][CH:3]=2)[C:18]([CH2:24][CH:25]([S:29][C:30]2[CH:31]=[CH:32][CH:33]=[CH:34][CH:35]=2)[CH:26]=[O:28])=[CH:23][CH:22]=1. (7) Given the reactants [NH2:1][OH:2].[CH:3]([C:5]1[CH:10]=[CH:9][C:8]([C@@H:11]2[CH2:16][O:15][CH2:14][CH2:13][N:12]2[C:17]([O:19][C:20]([CH3:23])([CH3:22])[CH3:21])=[O:18])=[CH:7][CH:6]=1)=O, predict the reaction product. The product is: [OH:2][N:1]=[CH:3][C:5]1[CH:10]=[CH:9][C:8]([C@@H:11]2[CH2:16][O:15][CH2:14][CH2:13][N:12]2[C:17]([O:19][C:20]([CH3:23])([CH3:22])[CH3:21])=[O:18])=[CH:7][CH:6]=1. (8) Given the reactants CS([C:5]1[N:9]=[C:8]([N:10]2[CH2:15][CH:14]([CH3:16])[CH2:13][CH:12]([CH3:17])[CH2:11]2)[S:7][N:6]=1)(=O)=O.[CH2:18]([OH:21])[C:19]#[CH:20].[H-].[Na+].O, predict the reaction product. The product is: [CH2:18]([O:21][C:5]1[N:9]=[C:8]([N:10]2[CH2:15][CH:14]([CH3:16])[CH2:13][CH:12]([CH3:17])[CH2:11]2)[S:7][N:6]=1)[C:19]#[CH:20].